From a dataset of Full USPTO retrosynthesis dataset with 1.9M reactions from patents (1976-2016). Predict the reactants needed to synthesize the given product. Given the product [Cl:1][C:2]1[NH:3][C:4]([NH2:12])=[C:5]2[C:9]([N:10]=1)=[N:8][CH:7]=[N:6]2, predict the reactants needed to synthesize it. The reactants are: [Cl:1][C:2]1[NH:3][C:4](Cl)=[C:5]2[C:9]([N:10]=1)=[N:8][CH:7]=[N:6]2.[NH3:12].